Dataset: Experimentally validated miRNA-target interactions with 360,000+ pairs, plus equal number of negative samples. Task: Binary Classification. Given a miRNA mature sequence and a target amino acid sequence, predict their likelihood of interaction. (1) Result: 1 (interaction). The protein sequence of the target gene is MPVSTSLHQDGSQERPVSLTSTTSSSGSSCDSRSAMEEPSSSEAPAKNGAGSLRSRHLPNSNNNSSSWLNVKGPLSPFNSRAAAGPAHHKLSYLGRVVREIVETERMYVQDLRSIVEDYLLKIIDTPGLLKPEQVSALFGNIENIYALNSQLLRDLDSCNSDPVAVASCFVERSQEFDIYTQYCNNYPNSVAALTECMRDKQQAKFFRDRQELLQHSLPLGSYLLKPVQRILKYHLLLQEIAKHFDEEEDGFEVVEDAIDTMTCVAWYINDMKRRHEHAVRLQEIQSLLINWKGPDLTTY.... The miRNA is hsa-miR-6766-5p with sequence CGGGUGGGAGCAGAUCUUAUUGAG. (2) The miRNA is hsa-miR-106b-5p with sequence UAAAGUGCUGACAGUGCAGAU. The protein sequence of the target gene is MSSGLRAADFPRWKRHISEQLRRRDRLQRQAFEEIILQYNKLLEKSDLHSVLAQKLQAEKHDVPNRHEISPGHDGTWNDNQLQEMAQLRIKHQEELTELHKKRGELAQLVIDLNNQMQRKDREMQMNEAKIAECLQTISDLETECLDLRTKLCDLERANQTLKDEYDALQITFTALEGKLRKTTEENQELVTRWMAEKAQEANRLNAENEKDSRRRQARLQKELAEAAKEPLPVEQDDDIEVIVDETSDHTEETSPVRAISRAATKRLSQPAGGLLDSITNIFGRRSVSSFPVPQDNVDT.... Result: 1 (interaction). (3) The miRNA is hsa-miR-380-5p with sequence UGGUUGACCAUAGAACAUGCGC. The protein sequence of the target gene is MERGLPLLCATLALALALAGAFRSDKCGGTIKIENPGYLTSPGYPHSYHPSEKCEWLIQAPEPYQRIMINFNPHFDLEDRDCKYDYVEVIDGENEGGRLWGKFCGKIAPSPVVSSGPFLFIKFVSDYETHGAGFSIRYEIFKRGPECSQNYTAPTGVIKSPGFPEKYPNSLECTYIIFAPKMSEIILEFESFDLEQDSNPPGGMFCRYDRLEIWDGFPEVGPHIGRYCGQKTPGRIRSSSGVLSMVFYTDSAIAKEGFSANYSVLQSSISEDFKCMEALGMESGEIHSDQITASSQYGTN.... Result: 0 (no interaction). (4) The protein sequence of the target gene is MSRYRFRKARSNWPMGQNDSRWEPPPVRLNELVTATEPEEIPLPKLEDQPYEGGPLNMTGFMYHPRTKKYYKMTQDPTMPQGFSKSDLDRMEKAREAKFQANRPRFTSGSFIQRPVFKPITTLMDDLTLGRCTMARVERHIHESRLLNCNPKPSFTIKTPIEHYDVSGCEFLDVSETGDRIVGTFTVNPNGVAAKHSAVYVFEVDSIGDTIQSESSRREAYQLLPIRSRSNNAGFNTLGLTVRPMLRDDGFSDEPSYLDYAVTRYNSFIVDQTLARVDADVTCMLTVTANDTITRNGNVC.... Result: 0 (no interaction). The miRNA is hsa-miR-34c-3p with sequence AAUCACUAACCACACGGCCAGG. (5) The miRNA is hsa-miR-3663-5p with sequence GCUGGUCUGCGUGGUGCUCGG. The protein sequence of the target gene is MPKAKGKTRRQKFGYNVNRKRLNRNARRKAAPRIECSHIRHAWDHTKSVRQNLAEMGLAMDPNKAVPLRKKKVKAMEVDTEERPRDLVRKPYVVNDLEAEASLPEKKGNTLSRDLIDYVRYMVENHGEDYKAMARDEKNYYQDTPKQIRNKINVYKRFYPTEWQAFIDSLQSKKMEVD. Result: 0 (no interaction). (6) The miRNA is hsa-miR-5587-5p with sequence AUGGUCACCUCCGGGACU. The protein sequence of the target gene is MSSNVPADMINLRLILVSGKTKEFLFSPNDSASDIAKHVYDNWPMDWEEEQVSSPNILRLIYQGRFLHGNVTLGALKLPFGKTTVMHLVARETLPEPNSQGQRNREKTGESNCCVIL. Result: 1 (interaction).